Task: Predict the reaction yield, written as a fraction of the theoretical maximum amount of product (1.0 means a 100% yield; for example, 0.34 means a 34% yield).. Dataset: Reaction yield outcomes from USPTO patents with 853,638 reactions The reactants are [NH:1]1[C:9]2[CH2:8][CH2:7][CH2:6][CH2:5][C:4]=2[CH:3]=[C:2]1[C:10]([O:12][CH2:13][CH3:14])=[O:11].[H-].[Na+].Br[CH2:18][C:19]#[N:20]. The catalyst is CN(C=O)C. The product is [C:19]([CH2:18][N:1]1[C:9]2[CH2:8][CH2:7][CH2:6][CH2:5][C:4]=2[CH:3]=[C:2]1[C:10]([O:12][CH2:13][CH3:14])=[O:11])#[N:20]. The yield is 0.550.